Dataset: Full USPTO retrosynthesis dataset with 1.9M reactions from patents (1976-2016). Task: Predict the reactants needed to synthesize the given product. (1) Given the product [C:1]([C:3]1[CH:28]=[CH:27][C:6]([CH:7]([O:32][CH3:30])[NH:8][C:9](=[O:26])[CH:10]([O:23][CH2:24][CH3:25])[N:11]2[CH2:19][C:18]3[C:13](=[CH:14][CH:15]=[C:16]([O:20][CH3:21])[CH:17]=3)[C:12]2=[O:22])=[C:5]([C:36](=[O:37])[NH:38][CH3:39])[CH:4]=1)#[N:2], predict the reactants needed to synthesize it. The reactants are: [C:1]([C:3]1[CH:28]=[CH:27][C:6]([CH2:7][NH:8][C:9](=[O:26])[CH:10]([O:23][CH2:24][CH3:25])[N:11]2[CH2:19][C:18]3[C:13](=[CH:14][CH:15]=[C:16]([O:20][CH3:21])[CH:17]=3)[C:12]2=[O:22])=[C:5](O)[CH:4]=1)#[N:2].[C:30]([O-])(=[O:32])C.ClC[C:36]([NH:38][CH3:39])=[O:37].[I-].[K+].C(=O)([O-])[O-].[Cs+].[Cs+]. (2) Given the product [F:19][CH2:20][CH2:21][NH:22][CH:14]1[CH2:15][CH2:16][CH:11]([NH:10][C:6]2[CH:5]=[C:4]3[C:9](=[CH:8][CH:7]=2)[NH:1][N:2]=[CH:3]3)[CH2:12][CH2:13]1, predict the reactants needed to synthesize it. The reactants are: [NH:1]1[C:9]2[C:4](=[CH:5][C:6]([NH:10][CH:11]3[CH2:16][CH2:15][C:14](=O)[CH2:13][CH2:12]3)=[CH:7][CH:8]=2)[CH:3]=[N:2]1.Cl.[F:19][CH2:20][CH2:21][NH2:22].C(O[BH-](OC(=O)C)OC(=O)C)(=O)C.[Na+].Cl.CO. (3) Given the product [C:15]([NH:14][CH:11]1[CH2:12][CH2:13][NH:8][CH2:9][CH2:10]1)(=[O:22])[C:16]1[CH:17]=[CH:18][CH:19]=[CH:20][CH:21]=1, predict the reactants needed to synthesize it. The reactants are: C([N:8]1[CH2:13][CH2:12][CH:11]([NH:14][C:15](=[O:22])[C:16]2[CH:21]=[CH:20][CH:19]=[CH:18][CH:17]=2)[CH2:10][CH2:9]1)C1C=CC=CC=1. (4) Given the product [C:31]([C:29]1[NH:28][N:27]=[C:26]([C:24]([NH:23][C@H:7]([CH2:8][C:9]2[CH:14]=[CH:13][C:12]([C:15]3[CH:20]=[C:19]([Cl:21])[CH:18]=[CH:17][C:16]=3[F:22])=[CH:11][CH:10]=2)[CH2:6][C@@H:5]([OH:34])[C:4]([OH:35])=[O:3])=[O:25])[CH:30]=1)(=[O:33])[CH3:32], predict the reactants needed to synthesize it. The reactants are: C([O:3][C:4](=[O:35])[C@H:5]([OH:34])[CH2:6][C@H:7]([NH:23][C:24]([C:26]1[CH:30]=[C:29]([C:31](=[O:33])[CH3:32])[NH:28][N:27]=1)=[O:25])[CH2:8][C:9]1[CH:14]=[CH:13][C:12]([C:15]2[CH:20]=[C:19]([Cl:21])[CH:18]=[CH:17][C:16]=2[F:22])=[CH:11][CH:10]=1)C.[Li+].[OH-].O.CCO. (5) Given the product [Br:24][C:20]1[N:19]=[C:18]([CH2:17][N:8]2[C:9]3[C:14](=[CH:13][CH:12]=[CH:11][CH:10]=3)[C:15](=[O:16])[C:6]([C:4](=[O:5])[C:30]3[CH:31]=[CH:32][C:27]([Cl:26])=[C:28]([CH3:35])[CH:29]=3)=[CH:7]2)[CH:23]=[CH:22][CH:21]=1, predict the reactants needed to synthesize it. The reactants are: CON(C)[C:4]([C:6]1[C:15](=[O:16])[C:14]2[C:9](=[CH:10][CH:11]=[CH:12][CH:13]=2)[N:8]([CH2:17][C:18]2[CH:23]=[CH:22][CH:21]=[C:20]([Br:24])[N:19]=2)[CH:7]=1)=[O:5].[Cl:26][C:27]1[CH:32]=[CH:31][C:30]([Mg]Br)=[CH:29][C:28]=1[CH3:35]. (6) Given the product [C:27]([O:31][C:32]([N:34]1[CH2:38][CH2:37][C@@H:36]([NH:39][C:24]([C:21]2[C:17]3[N:18]=[CH:19][N:20]=[C:15]([C:7]4[C:8]5[O:12][CH2:11][O:10][C:9]=5[CH:13]=[CH:14][C:6]=4[O:5][CH2:1][CH2:2][CH2:3][CH3:4])[C:16]=3[NH:23][CH:22]=2)=[O:25])[CH2:35]1)=[O:33])([CH3:30])([CH3:28])[CH3:29], predict the reactants needed to synthesize it. The reactants are: [CH2:1]([O:5][C:6]1[CH:14]=[CH:13][C:9]2[O:10][CH2:11][O:12][C:8]=2[C:7]=1[C:15]1[C:16]2[NH:23][CH:22]=[C:21]([C:24](O)=[O:25])[C:17]=2[N:18]=[CH:19][N:20]=1)[CH2:2][CH2:3][CH3:4].[C:27]([O:31][C:32]([N:34]1[CH2:38][CH2:37][C@@H:36]([NH2:39])[CH2:35]1)=[O:33])([CH3:30])([CH3:29])[CH3:28].